Task: Regression. Given two drug SMILES strings and cell line genomic features, predict the synergy score measuring deviation from expected non-interaction effect.. Dataset: NCI-60 drug combinations with 297,098 pairs across 59 cell lines (1) Drug 1: CC1C(C(CC(O1)OC2CC(CC3=C2C(=C4C(=C3O)C(=O)C5=C(C4=O)C(=CC=C5)OC)O)(C(=O)C)O)N)O.Cl. Drug 2: CN1C2=C(C=C(C=C2)N(CCCl)CCCl)N=C1CCCC(=O)O.Cl. Cell line: T-47D. Synergy scores: CSS=25.0, Synergy_ZIP=-5.27, Synergy_Bliss=5.06, Synergy_Loewe=-0.680, Synergy_HSA=6.24. (2) Drug 1: CC1=C2C(C(=O)C3(C(CC4C(C3C(C(C2(C)C)(CC1OC(=O)C(C(C5=CC=CC=C5)NC(=O)C6=CC=CC=C6)O)O)OC(=O)C7=CC=CC=C7)(CO4)OC(=O)C)O)C)OC(=O)C. Drug 2: C1=CC=C(C(=C1)C(C2=CC=C(C=C2)Cl)C(Cl)Cl)Cl. Cell line: SF-539. Synergy scores: CSS=1.06, Synergy_ZIP=7.32, Synergy_Bliss=11.3, Synergy_Loewe=6.90, Synergy_HSA=4.21. (3) Drug 1: C1=NC2=C(N1)C(=S)N=C(N2)N. Drug 2: CCN(CC)CCCC(C)NC1=C2C=C(C=CC2=NC3=C1C=CC(=C3)Cl)OC. Cell line: HS 578T. Synergy scores: CSS=38.7, Synergy_ZIP=1.11, Synergy_Bliss=3.50, Synergy_Loewe=-2.56, Synergy_HSA=3.84. (4) Drug 1: CC(CN1CC(=O)NC(=O)C1)N2CC(=O)NC(=O)C2. Drug 2: CN(CC1=CN=C2C(=N1)C(=NC(=N2)N)N)C3=CC=C(C=C3)C(=O)NC(CCC(=O)O)C(=O)O. Cell line: TK-10. Synergy scores: CSS=23.5, Synergy_ZIP=-3.35, Synergy_Bliss=-4.35, Synergy_Loewe=-32.7, Synergy_HSA=-4.81. (5) Drug 1: C1=C(C(=O)NC(=O)N1)N(CCCl)CCCl. Drug 2: CN(C)C1=NC(=NC(=N1)N(C)C)N(C)C. Cell line: OVCAR3. Synergy scores: CSS=22.9, Synergy_ZIP=2.43, Synergy_Bliss=1.58, Synergy_Loewe=-16.9, Synergy_HSA=-0.599. (6) Synergy scores: CSS=-1.62, Synergy_ZIP=-9.22, Synergy_Bliss=-19.1, Synergy_Loewe=-25.3, Synergy_HSA=-18.8. Drug 1: CC(C1=C(C=CC(=C1Cl)F)Cl)OC2=C(N=CC(=C2)C3=CN(N=C3)C4CCNCC4)N. Cell line: U251. Drug 2: CC1=C(N=C(N=C1N)C(CC(=O)N)NCC(C(=O)N)N)C(=O)NC(C(C2=CN=CN2)OC3C(C(C(C(O3)CO)O)O)OC4C(C(C(C(O4)CO)O)OC(=O)N)O)C(=O)NC(C)C(C(C)C(=O)NC(C(C)O)C(=O)NCCC5=NC(=CS5)C6=NC(=CS6)C(=O)NCCC[S+](C)C)O. (7) Drug 1: C1C(C(OC1N2C=C(C(=O)NC2=O)F)CO)O. Drug 2: CC1=C(N=C(N=C1N)C(CC(=O)N)NCC(C(=O)N)N)C(=O)NC(C(C2=CN=CN2)OC3C(C(C(C(O3)CO)O)O)OC4C(C(C(C(O4)CO)O)OC(=O)N)O)C(=O)NC(C)C(C(C)C(=O)NC(C(C)O)C(=O)NCCC5=NC(=CS5)C6=NC(=CS6)C(=O)NCCC[S+](C)C)O. Cell line: HCT-15. Synergy scores: CSS=36.2, Synergy_ZIP=-8.60, Synergy_Bliss=-0.717, Synergy_Loewe=1.42, Synergy_HSA=1.71. (8) Synergy scores: CSS=73.6, Synergy_ZIP=2.90, Synergy_Bliss=3.44, Synergy_Loewe=-1.66, Synergy_HSA=7.17. Drug 1: CS(=O)(=O)C1=CC(=C(C=C1)C(=O)NC2=CC(=C(C=C2)Cl)C3=CC=CC=N3)Cl. Drug 2: CC(CN1CC(=O)NC(=O)C1)N2CC(=O)NC(=O)C2. Cell line: SR.